This data is from Catalyst prediction with 721,799 reactions and 888 catalyst types from USPTO. The task is: Predict which catalyst facilitates the given reaction. (1) Reactant: [CH3:1][O:2][CH2:3][O:4][C:5]1[CH:6]=[CH:7][C:8]2[C@@H:9]3[C@@H:17]([C@H:18]([CH2:22][CH2:23][CH2:24][CH2:25][O:26][CH2:27][CH2:28][O:29][CH2:30][CH2:31][O:32][CH2:33][CH2:34][O:35][CH2:36][CH2:37][O:38]CC4C=CC=CC=4)[CH2:19][C:20]=2[CH:21]=1)[C@H:16]1[C@@:12]([CH3:50])([C@@H:13]([O:46][CH2:47][O:48][CH3:49])[CH2:14][CH2:15]1)[CH2:11][CH2:10]3. Product: [CH3:1][O:2][CH2:3][O:4][C:5]1[CH:6]=[CH:7][C:8]2[C@@H:9]3[C@@H:17]([C@H:18]([CH2:22][CH2:23][CH2:24][CH2:25][O:26][CH2:27][CH2:28][O:29][CH2:30][CH2:31][O:32][CH2:33][CH2:34][O:35][CH2:36][CH2:37][OH:38])[CH2:19][C:20]=2[CH:21]=1)[C@H:16]1[C@@:12]([CH3:50])([C@@H:13]([O:46][CH2:47][O:48][CH3:49])[CH2:14][CH2:15]1)[CH2:11][CH2:10]3. The catalyst class is: 63. (2) Reactant: [F-].[Cs+].C[O:4][CH2:12][CH2:11][O:10][CH2:9][CH2:9][O:10][CH2:11][CH2:12][O:4]C.[F:15][C:16]([F:24])([F:23])[C:17]1([F:22])[O:21][C:18]1([F:20])[F:19].[CH2:25]1[O:28][CH:26]1[CH3:27].[CH2:29]([SiH2]OCC)[CH:30]1[O:32][CH2:31]1.C(Cl)(=O)C. Product: [F:15][C:16]([F:24])([F:23])[C:17]1([F:22])[O:21][C:18]1([F:20])[F:19].[CH2:9]1[O:10][CH:11]1[CH3:12].[C:31]([O:32][CH2:27][CH:26]1[O:28][CH2:25]1)(=[O:4])[CH:30]=[CH2:29]. The catalyst class is: 6. (3) Product: [C:10]([O:9][C:7]([N:5]1[CH2:6][C:2]([F:1])([CH2:18][F:19])[CH2:3][C@H:4]1[C:14]([OH:16])=[O:15])=[O:8])([CH3:13])([CH3:11])[CH3:12]. Reactant: [F:1][C:2]1([CH2:18][F:19])[CH2:6][N:5]([C:7]([O:9][C:10]([CH3:13])([CH3:12])[CH3:11])=[O:8])[C@H:4]([C:14]([O:16]C)=[O:15])[CH2:3]1.[Li+].[OH-]. The catalyst class is: 30.